This data is from NCI-60 drug combinations with 297,098 pairs across 59 cell lines. The task is: Regression. Given two drug SMILES strings and cell line genomic features, predict the synergy score measuring deviation from expected non-interaction effect. (1) Drug 1: CC(C1=C(C=CC(=C1Cl)F)Cl)OC2=C(N=CC(=C2)C3=CN(N=C3)C4CCNCC4)N. Drug 2: C1CC(=O)NC(=O)C1N2C(=O)C3=CC=CC=C3C2=O. Cell line: NCI-H522. Synergy scores: CSS=10.9, Synergy_ZIP=1.43, Synergy_Bliss=8.27, Synergy_Loewe=3.44, Synergy_HSA=6.70. (2) Drug 1: CC1=C(C=C(C=C1)NC(=O)C2=CC=C(C=C2)CN3CCN(CC3)C)NC4=NC=CC(=N4)C5=CN=CC=C5. Drug 2: CS(=O)(=O)CCNCC1=CC=C(O1)C2=CC3=C(C=C2)N=CN=C3NC4=CC(=C(C=C4)OCC5=CC(=CC=C5)F)Cl. Cell line: M14. Synergy scores: CSS=-2.34, Synergy_ZIP=-0.106, Synergy_Bliss=-3.39, Synergy_Loewe=-10.5, Synergy_HSA=-4.31. (3) Drug 1: COC1=C(C=C2C(=C1)N=CN=C2NC3=CC(=C(C=C3)F)Cl)OCCCN4CCOCC4. Drug 2: CC1=C(C=C(C=C1)C(=O)NC2=CC(=CC(=C2)C(F)(F)F)N3C=C(N=C3)C)NC4=NC=CC(=N4)C5=CN=CC=C5. Cell line: UACC-257. Synergy scores: CSS=14.9, Synergy_ZIP=4.48, Synergy_Bliss=4.11, Synergy_Loewe=1.44, Synergy_HSA=0.795. (4) Drug 1: CCN(CC)CCNC(=O)C1=C(NC(=C1C)C=C2C3=C(C=CC(=C3)F)NC2=O)C. Drug 2: CC1CCC2CC(C(=CC=CC=CC(CC(C(=O)C(C(C(=CC(C(=O)CC(OC(=O)C3CCCCN3C(=O)C(=O)C1(O2)O)C(C)CC4CCC(C(C4)OC)OP(=O)(C)C)C)C)O)OC)C)C)C)OC. Cell line: T-47D. Synergy scores: CSS=43.4, Synergy_ZIP=24.1, Synergy_Bliss=25.4, Synergy_Loewe=11.3, Synergy_HSA=23.3. (5) Drug 1: CN(C)C1=NC(=NC(=N1)N(C)C)N(C)C. Drug 2: C1CNP(=O)(OC1)N(CCCl)CCCl. Cell line: HOP-62. Synergy scores: CSS=-3.42, Synergy_ZIP=1.52, Synergy_Bliss=-5.37, Synergy_Loewe=-8.16, Synergy_HSA=-10.3. (6) Drug 1: C1CCC(C1)C(CC#N)N2C=C(C=N2)C3=C4C=CNC4=NC=N3. Drug 2: C1C(C(OC1N2C=NC3=C2NC=NCC3O)CO)O. Cell line: M14. Synergy scores: CSS=-4.76, Synergy_ZIP=5.26, Synergy_Bliss=6.48, Synergy_Loewe=-3.31, Synergy_HSA=-3.16. (7) Drug 1: CNC(=O)C1=CC=CC=C1SC2=CC3=C(C=C2)C(=NN3)C=CC4=CC=CC=N4. Drug 2: CS(=O)(=O)CCNCC1=CC=C(O1)C2=CC3=C(C=C2)N=CN=C3NC4=CC(=C(C=C4)OCC5=CC(=CC=C5)F)Cl. Cell line: SF-539. Synergy scores: CSS=8.04, Synergy_ZIP=-2.65, Synergy_Bliss=0.477, Synergy_Loewe=-5.57, Synergy_HSA=-0.732.